From a dataset of NCI-60 drug combinations with 297,098 pairs across 59 cell lines. Regression. Given two drug SMILES strings and cell line genomic features, predict the synergy score measuring deviation from expected non-interaction effect. (1) Drug 1: COC1=C(C=C2C(=C1)N=CN=C2NC3=CC(=C(C=C3)F)Cl)OCCCN4CCOCC4. Drug 2: CC(C1=C(C=CC(=C1Cl)F)Cl)OC2=C(N=CC(=C2)C3=CN(N=C3)C4CCNCC4)N. Cell line: SR. Synergy scores: CSS=83.0, Synergy_ZIP=7.85, Synergy_Bliss=6.59, Synergy_Loewe=-8.96, Synergy_HSA=7.74. (2) Drug 1: CC1=CC2C(CCC3(C2CCC3(C(=O)C)OC(=O)C)C)C4(C1=CC(=O)CC4)C. Drug 2: CC=C1C(=O)NC(C(=O)OC2CC(=O)NC(C(=O)NC(CSSCCC=C2)C(=O)N1)C(C)C)C(C)C. Cell line: SF-295. Synergy scores: CSS=21.8, Synergy_ZIP=4.06, Synergy_Bliss=1.18, Synergy_Loewe=-58.3, Synergy_HSA=-0.855. (3) Drug 1: CC1C(C(=O)NC(C(=O)N2CCCC2C(=O)N(CC(=O)N(C(C(=O)O1)C(C)C)C)C)C(C)C)NC(=O)C3=C4C(=C(C=C3)C)OC5=C(C(=O)C(=C(C5=N4)C(=O)NC6C(OC(=O)C(N(C(=O)CN(C(=O)C7CCCN7C(=O)C(NC6=O)C(C)C)C)C)C(C)C)C)N)C. Drug 2: C1=NC2=C(N=C(N=C2N1C3C(C(C(O3)CO)O)F)Cl)N. Cell line: NCI-H226. Synergy scores: CSS=-1.71, Synergy_ZIP=1.00, Synergy_Bliss=1.19, Synergy_Loewe=-2.52, Synergy_HSA=-2.20. (4) Synergy scores: CSS=-1.19, Synergy_ZIP=6.34, Synergy_Bliss=-0.294, Synergy_Loewe=-2.30, Synergy_HSA=-3.57. Drug 1: CC1=C(C=C(C=C1)NC2=NC=CC(=N2)N(C)C3=CC4=NN(C(=C4C=C3)C)C)S(=O)(=O)N.Cl. Cell line: M14. Drug 2: CCCCC(=O)OCC(=O)C1(CC(C2=C(C1)C(=C3C(=C2O)C(=O)C4=C(C3=O)C=CC=C4OC)O)OC5CC(C(C(O5)C)O)NC(=O)C(F)(F)F)O. (5) Drug 1: C1=NC(=NC(=O)N1C2C(C(C(O2)CO)O)O)N. Drug 2: C1CCC(C(C1)N)N.C(=O)(C(=O)[O-])[O-].[Pt+4]. Cell line: SK-MEL-5. Synergy scores: CSS=20.8, Synergy_ZIP=-9.73, Synergy_Bliss=1.15, Synergy_Loewe=-1.23, Synergy_HSA=2.84.